This data is from Reaction yield outcomes from USPTO patents with 853,638 reactions. The task is: Predict the reaction yield, written as a fraction of the theoretical maximum amount of product (1.0 means a 100% yield; for example, 0.34 means a 34% yield). (1) The reactants are C(OC([NH:8][C@@H:9]([CH2:13][CH2:14][CH2:15][CH2:16][NH:17][C:18](=[O:23])[CH2:19][CH2:20][C:21]#[CH:22])[C:10]([OH:12])=[O:11])=O)(C)(C)C.[C:24]([OH:30])([C:26]([F:29])([F:28])[F:27])=[O:25]. The catalyst is C(Cl)Cl. The product is [OH:30][C:24]([C:26]([F:29])([F:28])[F:27])=[O:25].[NH2:8][C@@H:9]([CH2:13][CH2:14][CH2:15][CH2:16][NH:17][C:18](=[O:23])[CH2:19][CH2:20][C:21]#[CH:22])[C:10]([OH:12])=[O:11]. The yield is 0.950. (2) The reactants are [C:1]([O:5][C:6]([NH:8][C@@H:9]([CH2:14][C:15]1[CH:20]=[CH:19][CH:18]=[CH:17][CH:16]=1)[C:10](OC)=[O:11])=[O:7])([CH3:4])([CH3:3])[CH3:2].O.[NH2:22][NH2:23]. The product is [NH:22]([C:10](=[O:11])[C@@H:9]([NH:8][C:6](=[O:7])[O:5][C:1]([CH3:4])([CH3:3])[CH3:2])[CH2:14][C:15]1[CH:20]=[CH:19][CH:18]=[CH:17][CH:16]=1)[NH2:23]. The catalyst is CO. The yield is 0.650. (3) The reactants are [CH3:1][O:2][C:3]1[C:11]([O:12][CH2:13][C:14]2[CH:19]=[CH:18][CH:17]=[CH:16][CH:15]=2)=[CH:10][C:6]([C:7](O)=[O:8])=[C:5]([N+:20]([O-:22])=[O:21])[CH:4]=1.C(Cl)(=O)C(Cl)=O.O.[OH-].[NH4+:31]. The catalyst is C1COCC1.CN(C=O)C. The product is [CH3:1][O:2][C:3]1[C:11]([O:12][CH2:13][C:14]2[CH:19]=[CH:18][CH:17]=[CH:16][CH:15]=2)=[CH:10][C:6]([C:7]([NH2:31])=[O:8])=[C:5]([N+:20]([O-:22])=[O:21])[CH:4]=1. The yield is 0.650. (4) The reactants are O=[C:2]([C:9]1[CH:14]=[CH:13][N:12]=[CH:11][N:10]=1)[CH2:3][C:4]([O:6]CC)=O.[CH3:15][NH:16][C:17]([NH2:19])=[S:18].N12CCCN=C1CCCCC2. The catalyst is C(O)C. The product is [SH:18][C:17]1[N:16]([CH3:15])[C:4](=[O:6])[CH:3]=[C:2]([C:9]2[CH:14]=[CH:13][N:12]=[CH:11][N:10]=2)[N:19]=1. The yield is 0.830.